This data is from Catalyst prediction with 721,799 reactions and 888 catalyst types from USPTO. The task is: Predict which catalyst facilitates the given reaction. (1) Reactant: [C:1]([O:5][C:6]([N:8]1[CH2:13][CH2:12][N:11]([C:14]2[CH:21]=[CH:20][C:17]([CH:18]=O)=[CH:16][CH:15]=2)[CH2:10][CH2:9]1)=[O:7])([CH3:4])([CH3:3])[CH3:2].C(O)C.[O:25]1[C:29]([C:30]2[CH:35]=[CH:34][C:33]([NH:36][NH2:37])=[CH:32][CH:31]=2)=[CH:28][N:27]=[CH:26]1. Product: [O:25]1[C:29]([C:30]2[CH:31]=[CH:32][C:33]([NH:36][N:37]=[CH:18][C:17]3[CH:16]=[CH:15][C:14]([N:11]4[CH2:10][CH2:9][N:8]([C:6]([O:5][C:1]([CH3:4])([CH3:3])[CH3:2])=[O:7])[CH2:13][CH2:12]4)=[CH:21][CH:20]=3)=[CH:34][CH:35]=2)=[CH:28][N:27]=[CH:26]1. The catalyst class is: 4. (2) Reactant: [OH:1][C@@H:2]([CH2:19][C:20]1[CH:25]=[C:24]([F:26])[C:23]([F:27])=[CH:22][C:21]=1[F:28])[CH2:3][C:4]([N:6]1[CH2:11][CH2:10][N:9]2[C:12]([C:15]([F:18])([F:17])[F:16])=[N:13][N:14]=[C:8]2[CH2:7]1)=[O:5].C(N(CC)C(C)C)(C)C.[CH3:38][S:39](Cl)(=[O:41])=[O:40]. Product: [CH3:38][S:39]([O:1][C@@H:2]([CH2:19][C:20]1[CH:25]=[C:24]([F:26])[C:23]([F:27])=[CH:22][C:21]=1[F:28])[CH2:3][C:4]([N:6]1[CH2:11][CH2:10][N:9]2[C:12]([C:15]([F:18])([F:17])[F:16])=[N:13][N:14]=[C:8]2[CH2:7]1)=[O:5])(=[O:41])=[O:40]. The catalyst class is: 4. (3) Reactant: [CH2:1]([O:8][C:9]1[N:10]=[N:11][C:12](/[CH:23]=[CH:24]/[C:25]2[CH:30]=[CH:29][C:28]([Cl:31])=[CH:27][CH:26]=2)=[CH:13][C:14]=1[O:15][CH2:16][C:17]1[CH:22]=[CH:21][CH:20]=[CH:19][CH:18]=1)[C:2]1[CH:7]=[CH:6][CH:5]=[CH:4][CH:3]=1.C(N(CC)CC)C.O. Product: [CH2:1]([O:8][C:9]1[N:10]=[N:11][C:12]([CH2:23][CH2:24][C:25]2[CH:26]=[CH:27][C:28]([Cl:31])=[CH:29][CH:30]=2)=[CH:13][C:14]=1[O:15][CH2:16][C:17]1[CH:22]=[CH:21][CH:20]=[CH:19][CH:18]=1)[C:2]1[CH:3]=[CH:4][CH:5]=[CH:6][CH:7]=1. The catalyst class is: 4. (4) Reactant: [H-].[Al+3].[Li+].[H-].[H-].[H-].C([O:9][C:10](=O)[C:11]1[CH:16]=[CH:15][C:14]([C:17]2[NH:34][C:20]3[N:21]=[CH:22][N:23]=[C:24]([NH:25][C@@H:26]([C:28]4[CH:33]=[CH:32][CH:31]=[CH:30][CH:29]=4)[CH3:27])[C:19]=3[CH:18]=2)=[CH:13][CH:12]=1)C.O.[OH-].[Na+]. Product: [C:28]1([C@H:26]([NH:25][C:24]2[C:19]3[CH:18]=[C:17]([C:14]4[CH:13]=[CH:12][C:11]([CH2:10][OH:9])=[CH:16][CH:15]=4)[NH:34][C:20]=3[N:21]=[CH:22][N:23]=2)[CH3:27])[CH:29]=[CH:30][CH:31]=[CH:32][CH:33]=1. The catalyst class is: 1. (5) Reactant: Br[C:2]1[CH:23]=[CH:22][C:5]2[C:6]3[N:7]([CH:11]=[C:12]([C:14]4[N:18]([CH:19]([CH3:21])[CH3:20])[N:17]=[CH:16][N:15]=4)[N:13]=3)[CH2:8][CH2:9][O:10][C:4]=2[CH:3]=1.[CH:24]([S:26]([NH2:29])(=[O:28])=[O:27])=[CH2:25].C(N(CC)CC)C.C1(C)C=CC=CC=1P(C1C=CC=CC=1C)C1C=CC=CC=1C. Product: [CH:19]([N:18]1[C:14]([C:12]2[N:13]=[C:6]3[N:7]([CH2:8][CH2:9][O:10][C:4]4[CH:3]=[C:2](/[CH:25]=[CH:24]/[S:26]([NH2:29])(=[O:28])=[O:27])[CH:23]=[CH:22][C:5]=43)[CH:11]=2)=[N:15][CH:16]=[N:17]1)([CH3:21])[CH3:20]. The catalyst class is: 274. (6) Product: [N:12]1([S:6]([N:9]2[CH2:2][CH2:3][O:4][C:10]2=[O:11])(=[O:8])=[O:7])[C:20]2[C:15](=[CH:16][CH:17]=[CH:18][CH:19]=2)[CH2:14][CH2:13]1. The catalyst class is: 236. Reactant: Br[CH2:2][CH2:3][OH:4].Cl[S:6]([N:9]=[C:10]=[O:11])(=[O:8])=[O:7].[NH:12]1[C:20]2[C:15](=[CH:16][CH:17]=[CH:18][CH:19]=2)[CH2:14][CH2:13]1.Cl. (7) The catalyst class is: 41. Product: [NH2:20][C:3]1[CH:4]=[CH:5][C:6]([S:8]([N:11]([CH2:18][CH3:19])[C:12]2[CH:17]=[CH:16][CH:15]=[CH:14][CH:13]=2)(=[O:10])=[O:9])=[CH:7][C:2]=1[Cl:1]. Reactant: [Cl:1][C:2]1[CH:7]=[C:6]([S:8]([N:11]([CH2:18][CH3:19])[C:12]2[CH:17]=[CH:16][CH:15]=[CH:14][CH:13]=2)(=[O:10])=[O:9])[CH:5]=[CH:4][C:3]=1[NH:20]C(=O)C.Cl.